The task is: Regression. Given a peptide amino acid sequence and an MHC pseudo amino acid sequence, predict their binding affinity value. This is MHC class I binding data.. This data is from Peptide-MHC class I binding affinity with 185,985 pairs from IEDB/IMGT. (1) The peptide sequence is FYRNISDPL. The MHC is HLA-B15:17 with pseudo-sequence HLA-B15:17. The binding affinity (normalized) is 0.0847. (2) The peptide sequence is WQQLLALADR. The MHC is Mamu-B8301 with pseudo-sequence Mamu-B8301. The binding affinity (normalized) is 0.259. (3) The peptide sequence is FVASFRLFAR. The MHC is HLA-A33:01 with pseudo-sequence HLA-A33:01. The binding affinity (normalized) is 0.755. (4) The MHC is HLA-B54:01 with pseudo-sequence HLA-B54:01. The binding affinity (normalized) is 0. The peptide sequence is NPSQQQPQEQV.